From a dataset of Reaction yield outcomes from USPTO patents with 853,638 reactions. Predict the reaction yield, written as a fraction of the theoretical maximum amount of product (1.0 means a 100% yield; for example, 0.34 means a 34% yield). (1) The reactants are Cl[C:2]1[CH:7]=[C:6]([NH:8][C:9]2[C:18]([F:19])=[CH:17][CH:16]=[CH:15][C:10]=2[C:11]([NH:13][CH3:14])=[O:12])[C:5]([Cl:20])=[CH:4][N:3]=1.[NH2:21][C:22]1[N:26]([CH2:27][CH3:28])[N:25]=[C:24]([CH2:29][CH2:30][OH:31])[CH:23]=1.C(=O)([O-])[O-].[Cs+].[Cs+].CC1(C)C2C(=C(P(C3C=CC=CC=3)C3C=CC=CC=3)C=CC=2)OC2C(P(C3C=CC=CC=3)C3C=CC=CC=3)=CC=CC1=2. The catalyst is O1CCOCC1. The product is [Cl:20][C:5]1[C:6]([NH:8][C:9]2[C:18]([F:19])=[CH:17][CH:16]=[CH:15][C:10]=2[C:11]([NH:13][CH3:14])=[O:12])=[CH:7][C:2]([NH:21][C:22]2[N:26]([CH2:27][CH3:28])[N:25]=[C:24]([CH2:29][CH2:30][OH:31])[CH:23]=2)=[N:3][CH:4]=1. The yield is 0.120. (2) The reactants are [NH2:1][C:2]1[C:3]([OH:18])=[C:4]([C:9]2[CH:14]=[CH:13][CH:12]=[C:11]([C:15]([OH:17])=[O:16])[CH:10]=2)[CH:5]=[C:6]([F:8])[CH:7]=1.[N:19]([O-])=O.[Na+].[CH2:23]1[C:31]2[C:26](=[CH:27][C:28]([N:32]3[C:36](=[O:37])[CH2:35][C:34]([CH3:38])=[N:33]3)=[CH:29][CH:30]=2)[CH2:25][CH2:24]1.C(=O)(O)[O-].[Na+]. The catalyst is Cl.C(O)C. The product is [F:8][C:6]1[CH:7]=[C:2]([NH:1][N:19]=[C:35]2[C:36](=[O:37])[N:32]([C:28]3[CH:27]=[C:26]4[C:31](=[CH:30][CH:29]=3)[CH2:23][CH2:24][CH2:25]4)[N:33]=[C:34]2[CH3:38])[C:3]([OH:18])=[C:4]([C:9]2[CH:14]=[CH:13][CH:12]=[C:11]([C:15]([OH:17])=[O:16])[CH:10]=2)[CH:5]=1. The yield is 0.141. (3) The reactants are [Cl:1][C:2]1[CH:3]=[CH:4][C:5]2[C:6]([N:12]=1)=[N:7][C:8]([NH2:11])=[CH:9][N:10]=2.[CH2:13]([N:15]=[C:16]=[O:17])[CH3:14]. The catalyst is O1CCOCC1. The product is [Cl:1][C:2]1[CH:3]=[CH:4][C:5]2[C:6]([N:12]=1)=[N:7][C:8]([NH:11][C:16]([NH:15][CH2:13][CH3:14])=[O:17])=[CH:9][N:10]=2. The yield is 0.933. (4) The reactants are [CH3:1][N:2]1[CH2:7][CH2:6][N:5]([CH2:8][C:9]2[CH:17]=[CH:16][C:12]([C:13](O)=[O:14])=[CH:11][C:10]=2[C:18]([F:21])([F:20])[F:19])[CH2:4][CH2:3]1.F[P-](F)(F)(F)(F)F.N1(OC(N(C)C)=[N+](C)C)C2N=CC=CC=2N=N1.[NH2:46][C:47]1[CH:48]=[C:49]([C:54]2[CH:63]=[C:62]3[C:57]([CH:58]=[C:59]([NH:64][C:65]([CH:67]4[CH2:69][CH2:68]4)=[O:66])[N:60]=[CH:61]3)=[CH:56][CH:55]=2)[C:50]([CH3:53])=[N:51][CH:52]=1.C(N(CC)C(C)C)(C)C. The catalyst is CN(C)C=O.C(OCC)(=O)C.O. The product is [CH:67]1([C:65]([NH:64][C:59]2[N:60]=[CH:61][C:62]3[C:57]([CH:58]=2)=[CH:56][CH:55]=[C:54]([C:49]2[CH:48]=[C:47]([NH:46][C:13](=[O:14])[C:12]4[CH:16]=[CH:17][C:9]([CH2:8][N:5]5[CH2:6][CH2:7][N:2]([CH3:1])[CH2:3][CH2:4]5)=[C:10]([C:18]([F:21])([F:19])[F:20])[CH:11]=4)[CH:52]=[N:51][C:50]=2[CH3:53])[CH:63]=3)=[O:66])[CH2:68][CH2:69]1. The yield is 0.0110. (5) The reactants are [CH:1]1([C:4]([C:6]2[S:10][C:9]([NH2:11])=[N:8][C:7]=2[C:12]2[O:13][CH:14]=[CH:15][CH:16]=2)=[O:5])[CH2:3][CH2:2]1.C(N(CC)CC)C.Br[CH2:25][C:26](Br)=[O:27].[NH:29]1[CH2:34][CH2:33][O:32][CH2:31][CH2:30]1. The catalyst is C1COCC1.O. The product is [CH:1]1([C:4]([C:6]2[S:10][C:9]([NH:11][C:26](=[O:27])[CH2:25][N:29]3[CH2:34][CH2:33][O:32][CH2:31][CH2:30]3)=[N:8][C:7]=2[C:12]2[O:13][CH:14]=[CH:15][CH:16]=2)=[O:5])[CH2:2][CH2:3]1. The yield is 0.770. (6) The reactants are [CH:1]1([C:4]2[CH:11]=[C:10]([CH3:12])[C:7]([C:8]#[N:9])=[C:6]([OH:13])[N:5]=2)[CH2:3][CH2:2]1.C1C(=O)N([Br:21])C(=O)C1. The catalyst is ClCCCl. The product is [Br:21][C:11]1[C:4]([CH:1]2[CH2:2][CH2:3]2)=[N:5][C:6]([OH:13])=[C:7]([C:10]=1[CH3:12])[C:8]#[N:9]. The yield is 0.760. (7) The yield is 0.870. The reactants are [C:1]([C:4]1[C:9](=[O:10])[C:8]([CH3:11])=[CH:7][N:6]([C:12]2[CH:17]=[CH:16][CH:15]=[C:14]([C:18]([F:21])([F:20])[F:19])[CH:13]=2)[N:5]=1)(=[O:3])[CH3:2].CO[CH:24](OC)[N:25]([CH3:27])[CH3:26]. No catalyst specified. The product is [CH3:24][N:25]([CH3:27])[CH:26]=[CH:2][C:1]([C:4]1[C:9](=[O:10])[C:8]([CH3:11])=[CH:7][N:6]([C:12]2[CH:17]=[CH:16][CH:15]=[C:14]([C:18]([F:20])([F:21])[F:19])[CH:13]=2)[N:5]=1)=[O:3]. (8) The reactants are [CH2:1]([O:8][C:9]([N:11]1[CH2:19][C:18]2[C:13](=[CH:14][CH:15]=[C:16]([CH2:20]OS(C)(=O)=O)[CH:17]=2)[CH2:12]1)=[O:10])[C:2]1[CH:7]=[CH:6][CH:5]=[CH:4][CH:3]=1.C([O-])([O-])=O.[K+].[K+].[CH3:32][N:33]1[CH2:38][CH2:37][NH:36][CH2:35][CH2:34]1.[ClH:39].CO. The catalyst is CC(C)=O. The product is [ClH:39].[ClH:39].[CH2:1]([O:8][C:9]([N:11]1[CH2:19][C:18]2[C:13](=[CH:14][CH:15]=[C:16]([CH2:20][N:36]3[CH2:37][CH2:38][N:33]([CH3:32])[CH2:34][CH2:35]3)[CH:17]=2)[CH2:12]1)=[O:10])[C:2]1[CH:7]=[CH:6][CH:5]=[CH:4][CH:3]=1. The yield is 0.650. (9) The reactants are [NH2:1][C:2]1[CH:7]=[CH:6][C:5]([C:8]2([CH:14]([CH3:16])[CH3:15])[CH2:12][NH:11][C:10](=[O:13])[CH2:9]2)=[CH:4][CH:3]=1.C(N(CC)CC)C.[I:24]I. The catalyst is C(O)C.S([O-])([O-])(=O)=O.[Ag+2]. The product is [NH2:1][C:2]1[CH:3]=[CH:4][C:5]([C:8]2([CH:14]([CH3:16])[CH3:15])[CH2:12][NH:11][C:10](=[O:13])[CH2:9]2)=[CH:6][C:7]=1[I:24]. The yield is 0.410.